This data is from Full USPTO retrosynthesis dataset with 1.9M reactions from patents (1976-2016). The task is: Predict the reactants needed to synthesize the given product. (1) Given the product [Br:1][C:2]1[CH:8]=[C:7]([C:9]([C:11]2[CH:16]=[CH:15][C:14]([Cl:17])=[CH:13][CH:12]=2)=[O:10])[CH:6]=[CH:5][C:3]=1[NH:4][C:23]([CH2:22][C:21]([OH:26])=[O:20])=[O:24], predict the reactants needed to synthesize it. The reactants are: [Br:1][C:2]1[CH:8]=[C:7]([C:9]([C:11]2[CH:16]=[CH:15][C:14]([Cl:17])=[CH:13][CH:12]=2)=[O:10])[CH:6]=[CH:5][C:3]=1[NH2:4].CC1(C)[O:24][C:23](=O)[CH2:22][C:21](=[O:26])[O:20]1. (2) Given the product [CH2:1]([O:8][C:9]1[CH:26]=[CH:25][C:12]([CH2:13][C:14]2[NH:18][C:17]3[CH:19]=[CH:20][C:21]([CH:23]=[O:40])=[CH:22][C:16]=3[N:15]=2)=[CH:11][CH:10]=1)[CH2:2][CH2:3][CH2:4][CH2:5][CH2:6][CH3:7], predict the reactants needed to synthesize it. The reactants are: [CH2:1]([O:8][C:9]1[CH:26]=[CH:25][C:12]([CH2:13][C:14]2[NH:18][C:17]3[CH:19]=[CH:20][C:21]([C:23]#N)=[CH:22][C:16]=3[N:15]=2)=[CH:11][CH:10]=1)[CH2:2][CH2:3][CH2:4][CH2:5][CH2:6][CH3:7].[H-].C([Al+]CC(C)C)C(C)C.C1C[O:40]CC1. (3) Given the product [CH3:20][NH:21][C:22]([N:16]1[C:17]2[C:13](=[CH:12][C:11]([O:10][CH2:3][C:4]3[CH:5]=[CH:6][CH:7]=[CH:8][CH:9]=3)=[CH:19][CH:18]=2)[CH:14]=[CH:15]1)=[O:23], predict the reactants needed to synthesize it. The reactants are: [H-].[Na+].[CH2:3]([O:10][C:11]1[CH:12]=[C:13]2[C:17](=[CH:18][CH:19]=1)[NH:16][CH:15]=[CH:14]2)[C:4]1[CH:9]=[CH:8][CH:7]=[CH:6][CH:5]=1.[CH3:20][NH:21][C:22](=O)[O:23]C1C=CC=CC=1.O. (4) Given the product [CH3:17][N:18]([CH3:22])[CH2:19][CH2:20][NH:21][C:3]([C:5]1[NH:6][C:7]2[C:12]([CH:13]=1)=[CH:11][CH:10]=[C:9]([N+:14]([O-:16])=[O:15])[CH:8]=2)=[O:4], predict the reactants needed to synthesize it. The reactants are: CO[C:3]([C:5]1[NH:6][C:7]2[C:12]([CH:13]=1)=[CH:11][CH:10]=[C:9]([N+:14]([O-:16])=[O:15])[CH:8]=2)=[O:4].[CH3:17][N:18]([CH3:22])[CH2:19][CH2:20][NH2:21]. (5) The reactants are: Cl.Cl.CNN(NC)C(N)=[N:7][S:8][CH2:9][CH2:10][CH3:11].C[CH2:16][N:17]([CH:21](C)C)[CH:18](C)C.C1C(C[Cl-]C([O-])=O)=CC=C([N+:35]([O-])=O)C=1.O. Given the product [CH3:21][N:17]([CH3:16])[C:18]([NH2:35])=[N:7][S:8][CH2:9][CH2:10][CH3:11], predict the reactants needed to synthesize it. (6) The reactants are: [CH3:1][N:2]1[C:6]([CH:7]=[O:8])=[CH:5][CH:4]=[N:3]1.C1C(=O)N([Br:16])C(=O)C1.[OH-].[Na+]. Given the product [Br:16][C:5]1[CH:4]=[N:3][N:2]([CH3:1])[C:6]=1[CH:7]=[O:8], predict the reactants needed to synthesize it. (7) The reactants are: [C:1]([C:5]1[CH:10]=[CH:9][CH:8]=[CH:7][C:6]=1[OH:11])([CH3:4])([CH3:3])[CH3:2].[CH2:12](Br)[C:13]#[CH:14].C(=O)([O-])[O-].[K+].[K+]. Given the product [C:1]([C:5]1[CH:10]=[CH:9][CH:8]=[CH:7][C:6]=1[O:11][CH2:14][C:13]#[CH:12])([CH3:4])([CH3:2])[CH3:3], predict the reactants needed to synthesize it.